Dataset: Reaction yield outcomes from USPTO patents with 853,638 reactions. Task: Predict the reaction yield, written as a fraction of the theoretical maximum amount of product (1.0 means a 100% yield; for example, 0.34 means a 34% yield). (1) The reactants are [Br:1][C:2]1[CH:16]=[C:15](/[CH:17]=[CH:18]/[CH:19]([C:24]2[CH:29]=[C:28]([Cl:30])[C:27]([Cl:31])=[C:26]([Cl:32])[CH:25]=2)[C:20]([F:23])([F:22])[F:21])[CH:14]=[CH:13][C:3]=1[C:4]([NH:6][CH:7]1[CH2:12][CH2:11][NH:10][CH2:9][CH2:8]1)=[O:5].C(N(CC)CC)C.Cl[CH2:41][CH2:42][OH:43]. The catalyst is C1COCC1.C(OCC)(=O)C. The product is [Br:1][C:2]1[CH:16]=[C:15](/[CH:17]=[CH:18]/[CH:19]([C:24]2[CH:25]=[C:26]([Cl:32])[C:27]([Cl:31])=[C:28]([Cl:30])[CH:29]=2)[C:20]([F:23])([F:21])[F:22])[CH:14]=[CH:13][C:3]=1[C:4]([NH:6][CH:7]1[CH2:12][CH2:11][N:10]([CH2:41][CH2:42][OH:43])[CH2:9][CH2:8]1)=[O:5]. The yield is 0.340. (2) The reactants are [CH3:1][N:2]1[CH2:7][CH2:6][CH:5]([C:8]2[C:16]3[C:11](=[CH:12][CH:13]=[C:14]([S:17]([C:20]4[C:29]5[C:24](=[CH:25][CH:26]=[CH:27][CH:28]=5)[CH:23]=[CH:22][CH:21]=4)(=[O:19])=[O:18])[CH:15]=3)[NH:10][N:9]=2)[CH2:4][CH2:3]1.[ClH:30].O.OOS([O-])=O.[K+]. The catalyst is CO. The product is [ClH:30].[CH3:1][N:2]1[CH2:3][CH2:4][CH:5]([C:8]2[C:16]3[C:11](=[CH:12][CH:13]=[C:14]([S:17]([C:20]4[C:29]5[C:24](=[CH:25][CH:26]=[CH:27][CH:28]=5)[CH:23]=[CH:22][CH:21]=4)(=[O:18])=[O:19])[CH:15]=3)[NH:10][N:9]=2)[CH2:6][CH2:7]1. The yield is 0.640. (3) The reactants are C[O:2][C:3]([C:5]1[S:6][CH:7]=[CH:8][C:9]=1[N:10](S(C1C(C)=CC=CC=1)(=O)=O)[S:11]([C:14]1[C:15]([CH3:20])=[CH:16][CH:17]=[CH:18][CH:19]=1)(=[O:13])=[O:12])=[O:4].[OH-].[Na+].Cl. The catalyst is O1CCOCC1.CO.O. The product is [C:15]1([CH3:20])[C:14]([S:11]([NH:10][C:9]2[CH:8]=[CH:7][S:6][C:5]=2[C:3]([OH:4])=[O:2])(=[O:13])=[O:12])=[CH:19][CH:18]=[CH:17][CH:16]=1. The yield is 0.990. (4) The reactants are [CH3:1][C:2]1[O:6][N:5]=[C:4]([C:7]2[CH:12]=[CH:11][CH:10]=[CH:9][CH:8]=2)[C:3]=1[CH2:13][O:14][C:15]1[CH:23]=[CH:22][C:18]([C:19]([OH:21])=O)=[CH:17][N:16]=1.[S:24]1[CH2:28][CH2:27][NH:26][CH2:25]1. No catalyst specified. The product is [CH3:1][C:2]1[O:6][N:5]=[C:4]([C:7]2[CH:8]=[CH:9][CH:10]=[CH:11][CH:12]=2)[C:3]=1[CH2:13][O:14][C:15]1[N:16]=[CH:17][C:18]([C:19]([N:26]2[CH2:27][CH2:28][S:24][CH2:25]2)=[O:21])=[CH:22][CH:23]=1. The yield is 0.280. (5) The reactants are [C:1]([C:9]1[CH:14]=[CH:13][CH:12]=[CH:11][C:10]=1[S:15][CH2:16][C:17]([CH2:24][CH3:25])([CH2:20][CH2:21][CH2:22][CH3:23])[CH:18]=O)(=O)[C:2]1[CH:7]=[CH:6][CH:5]=[CH:4][CH:3]=1. The catalyst is COCCOC.[Cl-].[Na+].O.[Zn]. The product is [CH2:20]([C:17]1([CH2:24][CH3:25])[CH:18]=[C:1]([C:2]2[CH:7]=[CH:6][CH:5]=[CH:4][CH:3]=2)[C:9]2[CH:14]=[CH:13][CH:12]=[CH:11][C:10]=2[S:15][CH2:16]1)[CH2:21][CH2:22][CH3:23]. The yield is 0.430. (6) The reactants are [N:1]1[CH:6]=[C:5]([NH2:7])[C:4]([NH2:8])=[N:3][CH:2]=1.[CH:9](O)=O. The catalyst is C(OC(OCC)OCC)C. The product is [N:1]1[CH:6]=[C:5]2[C:4]([NH:8][CH:9]=[N:7]2)=[N:3][CH:2]=1. The yield is 1.00. (7) The reactants are [OH:1][CH:2]1[CH2:7][CH2:6][CH:5]([C:8]([O:10][CH2:11][CH3:12])=[O:9])[CH2:4][CH2:3]1.[CH3:13][S:14](Cl)(=[O:16])=[O:15]. The catalyst is C1COCC1. The product is [CH3:13][S:14]([O:1][CH:2]1[CH2:3][CH2:4][CH:5]([C:8]([O:10][CH2:11][CH3:12])=[O:9])[CH2:6][CH2:7]1)(=[O:16])=[O:15]. The yield is 1.00.